This data is from Reaction yield outcomes from USPTO patents with 853,638 reactions. The task is: Predict the reaction yield, written as a fraction of the theoretical maximum amount of product (1.0 means a 100% yield; for example, 0.34 means a 34% yield). The reactants are [NH2:1][C:2]1[C:11]2[C:6](=[CH:7][CH:8]=[C:9]([O:12][CH3:13])[CH:10]=2)[N:5]=[CH:4][C:3]=1[C:14]([O:16]CC)=[O:15].[OH-].[Na+]. The catalyst is CCO. The product is [NH2:1][C:2]1[C:11]2[C:6](=[CH:7][CH:8]=[C:9]([O:12][CH3:13])[CH:10]=2)[N:5]=[CH:4][C:3]=1[C:14]([OH:16])=[O:15]. The yield is 0.930.